Dataset: Forward reaction prediction with 1.9M reactions from USPTO patents (1976-2016). Task: Predict the product of the given reaction. (1) Given the reactants [C:1]([C:3]1([OH:10])[CH2:8][CH2:7][CH2:6][CH:5]([CH3:9])[CH2:4]1)#[CH:2].[CH3:11][CH2:12][NH:13][C:14]([C@H:16]1[O:20][C@@H:19]([N:21]2[C:25]3[N:26]=[C:27](I)[N:28]=[C:29]([NH2:30])[C:24]=3[N:23]=[CH:22]2)[CH:18]([OH:32])[C@H:17]1[OH:33])=[O:15], predict the reaction product. The product is: [CH2:12]([NH:13][C:14]([CH:16]1[CH:17]([OH:33])[CH:18]([OH:32])[CH:19]([N:21]2[CH:22]=[N:23][C:24]3[C:25]2=[N:26][C:27]([C:2]#[C:1][C:3]2([OH:10])[CH2:8][CH2:7][CH2:6][CH:5]([CH3:9])[CH2:4]2)=[N:28][C:29]=3[NH2:30])[O:20]1)=[O:15])[CH3:11]. (2) Given the reactants [C:1]([N:8]1[CH2:13][CH2:12][N:11]([C:14](Cl)=[O:15])[CH2:10][CH2:9]1)([O:3][C:4]([CH3:7])([CH3:6])[CH3:5])=[O:2].[N:17]1C=CC=C[CH:18]=1.CN, predict the reaction product. The product is: [C:1]([N:8]1[CH2:13][CH2:12][N:11]([C:14](=[O:15])[NH:17][CH3:18])[CH2:10][CH2:9]1)([O:3][C:4]([CH3:7])([CH3:6])[CH3:5])=[O:2]. (3) Given the reactants [F:1][C:2]([F:19])([F:18])[O:3][C:4]1[CH:9]=[CH:8][C:7]([NH:10][C:11](=[O:17])[O:12][C:13]([CH3:16])([CH3:15])[CH3:14])=[CH:6][CH:5]=1.CN(CCN(C)C)C.C([Li])(CC)C.C1CCCCC1.C1C[O:42][CH2:41]C1, predict the reaction product. The product is: [CH:41]([C:6]1[CH:5]=[C:4]([O:3][C:2]([F:18])([F:19])[F:1])[CH:9]=[CH:8][C:7]=1[NH:10][C:11](=[O:17])[O:12][C:13]([CH3:14])([CH3:15])[CH3:16])=[O:42]. (4) Given the reactants [Mg+2].[Br-].[Br-].[CH2:4]([C@H:11]1[CH2:15][O:14][C:13](=[O:16])[N:12]1[C:17](=[O:32])[CH:18]=[C:19]([C:24]1[CH:29]=[C:28]([F:30])[CH:27]=[C:26]([F:31])[CH:25]=1)[C:20]([F:23])([F:22])[F:21])[C:5]1[CH:10]=[CH:9][CH:8]=[CH:7][CH:6]=1.[H][H], predict the reaction product. The product is: [CH2:4]([C@H:11]1[CH2:15][O:14][C:13](=[O:16])[N:12]1[C:17](=[O:32])[CH2:18][C@H:19]([C:24]1[CH:29]=[C:28]([F:30])[CH:27]=[C:26]([F:31])[CH:25]=1)[C:20]([F:22])([F:23])[F:21])[C:5]1[CH:10]=[CH:9][CH:8]=[CH:7][CH:6]=1. (5) Given the reactants [NH2:1][C:2]1[CH:7]=[CH:6][C:5]([OH:8])=[CH:4][CH:3]=1.[H-].[Na+].[H][H].Cl[C:14]1[CH:19]=[C:18]([C:20]([F:23])([F:22])[F:21])[N:17]=[CH:16][N:15]=1, predict the reaction product. The product is: [F:21][C:20]([F:23])([F:22])[C:18]1[N:17]=[CH:16][N:15]=[C:14]([O:8][C:5]2[CH:6]=[CH:7][C:2]([NH2:1])=[CH:3][CH:4]=2)[CH:19]=1. (6) Given the reactants [Br:1][C:2]1[C:10]2[C:9]([NH:11][CH:12]3[CH2:15][CH2:14][CH2:13]3)=[N:8][C:7](Cl)=[N:6][C:5]=2[NH:4][CH:3]=1.[NH2:17][C:18]1[CH:26]=[C:25]2[C:21]([CH:22]=[N:23][NH:24]2)=[CH:20][CH:19]=1.C[Si](Cl)(C)C, predict the reaction product. The product is: [Br:1][C:2]1[C:10]2[C:9]([NH:11][CH:12]3[CH2:15][CH2:14][CH2:13]3)=[N:8][C:7]([NH:17][C:18]3[CH:26]=[C:25]4[C:21]([CH:22]=[N:23][NH:24]4)=[CH:20][CH:19]=3)=[N:6][C:5]=2[NH:4][CH:3]=1. (7) Given the reactants [Br:1][C:2]1[CH:3]=[C:4]2[C:9](=[CH:10][CH:11]=1)[C:8](=[O:12])[NH:7][C:6](=[O:13])[C:5]2=[CH:14]OC.[N:17]1([CH2:22][CH2:23][C:24]2[CH:29]=[CH:28][C:27]([NH2:30])=[CH:26][CH:25]=2)[CH2:21][CH2:20][CH2:19][CH2:18]1, predict the reaction product. The product is: [Br:1][C:2]1[CH:3]=[C:4]2[C:9](=[CH:10][CH:11]=1)[C:8](=[O:12])[NH:7][C:6](=[O:13])[C:5]2=[CH:14][NH:30][C:27]1[CH:28]=[CH:29][C:24]([CH2:23][CH2:22][N:17]2[CH2:21][CH2:20][CH2:19][CH2:18]2)=[CH:25][CH:26]=1.